This data is from Reaction yield outcomes from USPTO patents with 853,638 reactions. The task is: Predict the reaction yield, written as a fraction of the theoretical maximum amount of product (1.0 means a 100% yield; for example, 0.34 means a 34% yield). (1) The reactants are Cl[C:2]1[CH:7]=[C:6]([NH:8][CH:9]2[CH2:11][CH2:10]2)[N:5]2[N:12]=[CH:13][C:14]([CH:15]=[C:16]3[NH:20][C:19](=[O:21])[NH:18][C:17]3=[O:22])=[C:4]2[N:3]=1.[N:23]1[CH:28]=[CH:27][CH:26]=[CH:25][C:24]=1[N:29]1[CH2:34][CH2:33][NH:32][CH2:31][CH2:30]1.CCN(CC)CC. The catalyst is O1CCOCC1. The product is [CH:9]1([NH:8][C:6]2[N:5]3[N:12]=[CH:13][C:14]([CH:15]=[C:16]4[NH:20][C:19](=[O:21])[NH:18][C:17]4=[O:22])=[C:4]3[N:3]=[C:2]([N:32]3[CH2:33][CH2:34][N:29]([C:24]4[CH:25]=[CH:26][CH:27]=[CH:28][N:23]=4)[CH2:30][CH2:31]3)[CH:7]=2)[CH2:11][CH2:10]1. The yield is 0.260. (2) The reactants are [CH2:1]([C:4]1[CH:9]=[C:8]([F:10])[CH:7]=[CH:6][C:5]=1[OH:11])[CH:2]=[CH2:3].C1C=C(Cl)C=C(C(OO)=[O:20])C=1. The catalyst is C(Cl)(Cl)Cl. The product is [F:10][C:8]1[CH:7]=[CH:6][C:5]2[O:11][CH:2]([CH2:3][OH:20])[CH2:1][C:4]=2[CH:9]=1. The yield is 0.770. (3) The reactants are Cl[C:2]1[C:7]([C:8]([O:10]CC)=O)=[CH:6][N:5]=[C:4]([S:13][CH3:14])[N:3]=1.[CH:15]1([NH2:20])[CH2:19][CH2:18][CH2:17][CH2:16]1. No catalyst specified. The product is [CH:15]1([NH:20][C:2]2[C:7]([CH:8]=[O:10])=[CH:6][N:5]=[C:4]([S:13][CH3:14])[N:3]=2)[CH2:19][CH2:18][CH2:17][CH2:16]1. The yield is 0.490. (4) The reactants are [CH3:1][O:2][C:3]1[CH:22]=[CH:21][C:6]([CH2:7][O:8][C@H:9]([C@H:11]([OH:20])[C@H:12]([CH:18]=[CH2:19])[CH2:13][CH2:14][CH:15]([CH3:17])[CH3:16])[CH3:10])=[CH:5][CH:4]=1.[H-].[Na+].[CH3:25][C:26]1[CH:31]=CC(S(OCC(C)C)(=O)=O)=C[CH:27]=1. The catalyst is CN(C=O)C. The product is [CH2:25]([O:20][C@H:11]([C@H:12]([CH:18]=[CH2:19])[CH2:13][CH2:14][CH:15]([CH3:16])[CH3:17])[C@@H:9]([O:8][CH2:7][C:6]1[CH:5]=[CH:4][C:3]([O:2][CH3:1])=[CH:22][CH:21]=1)[CH3:10])[CH:26]([CH3:31])[CH3:27]. The yield is 0.870.